The task is: Predict the product of the given reaction.. This data is from Forward reaction prediction with 1.9M reactions from USPTO patents (1976-2016). Given the reactants Cl[C:2]1[C:3]2[C:10]3[CH2:11][CH2:12][CH:13]([C:15]([N:17]([CH3:19])[CH3:18])=[O:16])[CH2:14][C:9]=3[S:8][C:4]=2[N:5]=[CH:6][N:7]=1.[CH2:20]([O:27][C:28]1[CH:36]=[C:35]2[C:31]([CH:32]=[N:33][NH:34]2)=[CH:30][C:29]=1[NH2:37])[C:21]1[CH:26]=[CH:25][CH:24]=[CH:23][CH:22]=1, predict the reaction product. The product is: [CH2:20]([O:27][C:28]1[CH:36]=[C:35]2[C:31]([CH:32]=[N:33][NH:34]2)=[CH:30][C:29]=1[NH:37][C:2]1[C:3]2[C:10]3[CH2:11][CH2:12][CH:13]([C:15]([N:17]([CH3:19])[CH3:18])=[O:16])[CH2:14][C:9]=3[S:8][C:4]=2[N:5]=[CH:6][N:7]=1)[C:21]1[CH:22]=[CH:23][CH:24]=[CH:25][CH:26]=1.